Dataset: Forward reaction prediction with 1.9M reactions from USPTO patents (1976-2016). Task: Predict the product of the given reaction. (1) Given the reactants [NH2:1][C:2]1[C:10]2[C:5](=[CH:6][CH:7]=[CH:8][CH:9]=2)[C:4]([C:19]2[CH:20]=[C:21]([OH:25])[CH:22]=[CH:23][CH:24]=2)([C:11]2[CH:16]=[C:15]([Cl:17])[N:14]=[C:13]([Cl:18])[CH:12]=2)[N:3]=1.[CH3:26]OC1C=C([Mg]Br)C=CC=1.Cl.C(=O)([O-])O.[Na+], predict the reaction product. The product is: [Cl:17][C:15]1[CH:16]=[C:11]([C:4]2([C:19]3[CH:24]=[CH:23][CH:22]=[C:21]([O:25][CH3:26])[CH:20]=3)[C:5]3[C:10](=[CH:9][CH:8]=[CH:7][CH:6]=3)[C:2]([NH2:1])=[N:3]2)[CH:12]=[C:13]([Cl:18])[N:14]=1. (2) Given the reactants Br[C:2]1[C:7]([CH:8]=[O:9])=[C:6]([OH:10])[C:5]([O:11][CH2:12][CH3:13])=[CH:4][CH:3]=1.[C:14]1([C:20]#[CH:21])[CH:19]=[CH:18][CH:17]=[CH:16][CH:15]=1.C(N(C(C)C)CC)(C)C.O1CCOCC1, predict the reaction product. The product is: [CH2:12]([O:11][C:5]1[C:6]([OH:10])=[C:7]([C:2]([C:21]#[C:20][C:14]2[CH:19]=[CH:18][CH:17]=[CH:16][CH:15]=2)=[CH:3][CH:4]=1)[CH:8]=[O:9])[CH3:13].